Task: Predict the reactants needed to synthesize the given product.. Dataset: Full USPTO retrosynthesis dataset with 1.9M reactions from patents (1976-2016) (1) Given the product [C:1]1([C:7]2[CH:8]=[N:9][C:10]3[C:15]([C:16]=2[C:17]2[CH:18]=[C:19]([NH:23][CH2:24][C:25]4[CH:30]=[CH:29][C:28]([CH2:31][C:32]([OH:34])=[O:33])=[CH:27][CH:26]=4)[CH:20]=[CH:21][CH:22]=2)=[CH:14][CH:13]=[CH:12][C:11]=3[C:37]([F:40])([F:38])[F:39])[CH:2]=[CH:3][CH:4]=[CH:5][CH:6]=1, predict the reactants needed to synthesize it. The reactants are: [C:1]1([C:7]2[CH:8]=[N:9][C:10]3[C:15]([C:16]=2[C:17]2[CH:18]=[C:19]([NH:23][CH2:24][C:25]4[CH:30]=[CH:29][C:28]([CH2:31][C:32]([O:34]CC)=[O:33])=[CH:27][CH:26]=4)[CH:20]=[CH:21][CH:22]=2)=[CH:14][CH:13]=[CH:12][C:11]=3[C:37]([F:40])([F:39])[F:38])[CH:6]=[CH:5][CH:4]=[CH:3][CH:2]=1.C(OC(=O)CC1C=CC=C(C2C3C(=C(C(F)(F)F)C=CC=3)N=CC=2C2C=CC=CC=2)C=1)C. (2) Given the product [CH:15]1[CH:16]=[CH:17][C:12]([CH2:11][O:10][CH2:9][C@@H:8]([N:7]([CH2:8][C:18]([OH:20])=[O:19])[CH2:6][CH2:5][N:4]([CH2:22][C:23]([OH:25])=[O:24])[CH2:3][CH2:2][N:1]([CH2:12][C:11]([OH:10])=[O:26])[CH2:22][C:23]([OH:25])=[O:24])[C:18]([OH:20])=[O:19])=[CH:13][CH:14]=1, predict the reactants needed to synthesize it. The reactants are: [NH2:1][CH2:2][CH2:3][NH:4][CH2:5][CH2:6][NH:7][C@H:8]([C:18]([OH:20])=[O:19])[CH2:9][O:10][CH2:11][C:12]1[CH:17]=[CH:16][CH:15]=[CH:14][CH:13]=1.Br[CH2:22][C:23]([OH:25])=[O:24].[OH-:26].[Na+].Cl.